From a dataset of Full USPTO retrosynthesis dataset with 1.9M reactions from patents (1976-2016). Predict the reactants needed to synthesize the given product. (1) Given the product [CH2:8]([O:15][C:16]1[CH:43]=[CH:42][C:41]([CH2:44][CH2:45][N:5]2[CH2:6][CH2:7][N:2]([CH3:1])[CH2:3][CH2:4]2)=[CH:40][C:17]=1[C:18]([NH:20][C:21]1[CH:33]=[C:32]([C:34]2[CH:39]=[CH:38][CH:37]=[CH:36][CH:35]=2)[CH:31]=[CH:30][C:22]=1[C:23]([O:25][C:26]([CH3:29])([CH3:28])[CH3:27])=[O:24])=[O:19])[C:9]1[CH:14]=[CH:13][CH:12]=[CH:11][CH:10]=1, predict the reactants needed to synthesize it. The reactants are: [CH3:1][N:2]1[CH2:7][CH2:6][NH:5][CH2:4][CH2:3]1.[CH2:8]([O:15][C:16]1[CH:43]=[CH:42][C:41]([CH2:44][CH2:45]Br)=[CH:40][C:17]=1[C:18]([NH:20][C:21]1[CH:33]=[C:32]([C:34]2[CH:39]=[CH:38][CH:37]=[CH:36][CH:35]=2)[CH:31]=[CH:30][C:22]=1[C:23]([O:25][C:26]([CH3:29])([CH3:28])[CH3:27])=[O:24])=[O:19])[C:9]1[CH:14]=[CH:13][CH:12]=[CH:11][CH:10]=1.C(=O)([O-])[O-].[K+].[K+]. (2) Given the product [Br:27][C:6]1[C:7]2[CH:8]=[N:9][C:10]([NH:13][C:14](=[O:26])[C:15]3[CH:20]=[CH:19][C:18]([C@:21]([OH:25])([CH3:24])[CH2:22][OH:23])=[CH:17][CH:16]=3)=[CH:11][C:12]=2[N:4]([CH:1]2[CH2:3][CH2:2]2)[CH:5]=1, predict the reactants needed to synthesize it. The reactants are: [CH:1]1([N:4]2[C:12]3[CH:11]=[C:10]([NH:13][C:14](=[O:26])[C:15]4[CH:20]=[CH:19][C:18]([C@:21]([OH:25])([CH3:24])[CH2:22][OH:23])=[CH:17][CH:16]=4)[N:9]=[CH:8][C:7]=3[CH:6]=[CH:5]2)[CH2:3][CH2:2]1.[Br:27]N1C(=O)CCC1=O. (3) Given the product [CH2:1]([CH:8]1[O:9][C:11](=[O:13])[NH:12][CH2:10]1)[C:2]1[CH:3]=[CH:4][CH:5]=[CH:6][CH:7]=1, predict the reactants needed to synthesize it. The reactants are: [CH2:1]([CH:8]1[CH2:10][O:9]1)[C:2]1[CH:7]=[CH:6][CH:5]=[CH:4][CH:3]=1.[C:11](=O)([O:13]C)[NH2:12].C(N(CC)CC)C. (4) Given the product [O:23]1[C:32]2[C:27](=[CH:28][CH:29]=[CH:30][CH:31]=2)[CH:26]([CH2:33][C:34](=[O:35])[C:36]([F:38])([F:39])[F:37])[CH2:25][CH2:24]1, predict the reactants needed to synthesize it. The reactants are: CC(OI1(OC(C)=O)(OC(C)=O)OC(=O)C2C=CC=CC1=2)=O.[O:23]1[C:32]2[C:27](=[CH:28][CH:29]=[CH:30][CH:31]=2)[CH:26]([CH2:33][CH:34]([C:36]([F:39])([F:38])[F:37])[OH:35])[CH2:25][CH2:24]1.C(=O)(O)[O-].[Na+].S([O-])([O-])(=O)=S.[Na+].[Na+].